The task is: Regression. Given a peptide amino acid sequence and an MHC pseudo amino acid sequence, predict their binding affinity value. This is MHC class II binding data.. This data is from Peptide-MHC class II binding affinity with 134,281 pairs from IEDB. (1) The peptide sequence is YKICTDKMFFVKNPT. The MHC is DRB1_0404 with pseudo-sequence DRB1_0404. The binding affinity (normalized) is 0.493. (2) The peptide sequence is KKMVALTLTSYLGLTQP. The MHC is DRB1_0301 with pseudo-sequence DRB1_0301. The binding affinity (normalized) is 0.548. (3) The MHC is HLA-DQA10301-DQB10302 with pseudo-sequence HLA-DQA10301-DQB10302. The peptide sequence is EKKYFAATQFEPLAT. The binding affinity (normalized) is 0.186. (4) The MHC is HLA-DQA10301-DQB10302 with pseudo-sequence HLA-DQA10301-DQB10302. The peptide sequence is EKKYYAATQFEPLAA. The binding affinity (normalized) is 0.469. (5) The peptide sequence is CGSYVTKTSGSAASM. The MHC is DRB3_0202 with pseudo-sequence DRB3_0202. The binding affinity (normalized) is 0.669. (6) The peptide sequence is VLEKLELLQRRFGGT. The MHC is DRB4_0103 with pseudo-sequence DRB4_0103. The binding affinity (normalized) is 0.787. (7) The MHC is HLA-DQA10104-DQB10503 with pseudo-sequence HLA-DQA10104-DQB10503. The binding affinity (normalized) is 0. The peptide sequence is TSAVGAPTGATTAAA.